This data is from Reaction yield outcomes from USPTO patents with 853,638 reactions. The task is: Predict the reaction yield, written as a fraction of the theoretical maximum amount of product (1.0 means a 100% yield; for example, 0.34 means a 34% yield). (1) The reactants are [CH3:1][N:2]1[CH2:7][C:6](=[O:8])[NH:5][C:4]2[CH:9]=[C:10]([C:13](OC)=[O:14])[CH:11]=[N:12][C:3]1=2.[H-].[Na+].[H-].[Al+3].[Li+].[H-].[H-].[H-].CO. The catalyst is O1CCCC1.O.C(OCC)(=O)C. The product is [OH:14][CH2:13][C:10]1[CH:11]=[N:12][C:3]2[N:2]([CH3:1])[CH2:7][C:6](=[O:8])[NH:5][C:4]=2[CH:9]=1. The yield is 0.950. (2) The reactants are [CH3:1][C:2]([NH:17]C(=O)C(F)(F)F)([CH3:16])[CH2:3][C:4]1[CH:9]=[CH:8][C:7]([C:10]2[N:11]=[C:12]([CH3:15])[S:13][CH:14]=2)=[CH:6][CH:5]=1.[OH-].[Na+]. The catalyst is CO.O1CCCC1. The product is [CH3:16][C:2]([NH2:17])([CH3:1])[CH2:3][C:4]1[CH:9]=[CH:8][C:7]([C:10]2[N:11]=[C:12]([CH3:15])[S:13][CH:14]=2)=[CH:6][CH:5]=1. The yield is 0.930. (3) The reactants are Br[C:2]1[CH:7]=[CH:6][CH:5]=[CH:4][N:3]=1.[CH2:8]([C:12]1[O:13][C:14]2[C:19]([N:20]=1)=[CH:18][CH:17]=[CH:16][N:15]=2)[CH2:9][C:10]#[CH:11]. The yield is 0.390. The product is [N:3]1[CH:4]=[CH:5][CH:6]=[CH:7][C:2]=1[C:11]#[C:10][CH2:9][CH2:8][C:12]1[O:13][C:14]2[C:19]([N:20]=1)=[CH:18][CH:17]=[CH:16][N:15]=2. No catalyst specified. (4) The reactants are [ClH:1].[F:2][CH:3]([F:24])[C:4]1[CH:17]=[CH:16][C:7]([CH2:8][NH:9][C:10](=[O:15])[C:11]([F:14])([F:13])[F:12])=[CH:6][C:5]=1[C:18]1[CH:23]=[CH:22][N:21]=[CH:20][CH:19]=1. The catalyst is [Pt].CO. The product is [ClH:1].[F:24][CH:3]([F:2])[C:4]1[CH:17]=[CH:16][C:7]([CH2:8][NH:9][C:10](=[O:15])[C:11]([F:12])([F:13])[F:14])=[CH:6][C:5]=1[CH:18]1[CH2:19][CH2:20][NH:21][CH2:22][CH2:23]1. The yield is 0.880. (5) The reactants are [CH3:1][S:2]([CH:5]1[CH2:10][CH2:9][C:8]([C:11]2[C:12]([O:22][C:23]3[CH:28]=[CH:27][C:26]([O:29][CH2:30][CH2:31][N:32]4[CH2:37][CH2:36][CH2:35][CH2:34][CH2:33]4)=[CH:25][CH:24]=3)=[C:13]3[C:18](=[CH:19][CH:20]=2)[CH:17]=[C:16]([OH:21])[CH:15]=[CH:14]3)=[CH:7][CH2:6]1)(=[O:4])=[O:3].[ClH:38]. The catalyst is C(Cl)Cl. The product is [ClH:38].[CH3:1][S:2]([CH:5]1[CH2:10][CH2:9][C:8]([C:11]2[C:12]([O:22][C:23]3[CH:28]=[CH:27][C:26]([O:29][CH2:30][CH2:31][N:32]4[CH2:37][CH2:36][CH2:35][CH2:34][CH2:33]4)=[CH:25][CH:24]=3)=[C:13]3[C:18](=[CH:19][CH:20]=2)[CH:17]=[C:16]([OH:21])[CH:15]=[CH:14]3)=[CH:7][CH2:6]1)(=[O:4])=[O:3]. The yield is 0.600. (6) The reactants are [CH3:1][C:2]1[N:11]=[CH:10][C:9]2[C:4](=[CH:5][CH:6]=[CH:7][C:8]=2F)[N:3]=1.[CH3:13][CH:14]1[CH2:19][NH:18][CH2:17][CH2:16][NH:15]1.C(N(CC)CC)C. The catalyst is CN(C=O)C. The product is [CH3:1][C:2]1[N:11]=[CH:10][C:9]2[C:4](=[CH:5][CH:6]=[CH:7][C:8]=2[N:18]2[CH2:17][CH2:16][NH:15][CH:14]([CH3:13])[CH2:19]2)[N:3]=1. The yield is 0.570.